This data is from Tox21: 12 toxicity assays (nuclear receptors and stress response pathways). The task is: Binary classification across 12 toxicity assays. (1) The drug is CCN(CC)CCOc1ccc2nc(N(C)C)sc2c1. It tested positive (active) for: NR-AhR (Aryl hydrocarbon Receptor agonist activity), and NR-ER (Estrogen Receptor agonist activity). (2) The molecule is CC(C)(C)CC(C)(C)c1ccc(OCCO)cc1. It tested positive (active) for: SR-ARE (Antioxidant Response Element (oxidative stress)), and SR-MMP (Mitochondrial Membrane Potential disruption). (3) The molecule is CCCCC1(COC(=O)CCC(=O)O)C(=O)N(c2ccccc2)N(c2ccccc2)C1=O. It tested positive (active) for: NR-Aromatase (Aromatase enzyme inhibition), and SR-ARE (Antioxidant Response Element (oxidative stress)). (4) The compound is CCOP(=S)(OCC)SCSCC. It tested positive (active) for: NR-ER (Estrogen Receptor agonist activity). (5) The drug is C[C@@H]1O[C@@H](O[C@H]2C[C@@H](O)[C@]3(CO)[C@H]4[C@H](O)C[C@]5(C)[C@@H](C6=CC(=O)OC6)CC[C@]5(O)[C@@H]4CC[C@]3(O)C2)[C@H](O)[C@H](O)[C@H]1O. It tested positive (active) for: NR-AR-LBD (Androgen Receptor Ligand Binding Domain agonist), NR-Aromatase (Aromatase enzyme inhibition), and SR-MMP (Mitochondrial Membrane Potential disruption). (6) The compound is O=C1Cc2cc(CCN3CCN(c4nsc5ccccc45)CC3)c(Cl)cc2N1. It tested positive (active) for: NR-AR (Androgen Receptor agonist activity), and NR-AhR (Aryl hydrocarbon Receptor agonist activity).